This data is from Full USPTO retrosynthesis dataset with 1.9M reactions from patents (1976-2016). The task is: Predict the reactants needed to synthesize the given product. (1) Given the product [CH3:10][O:9][C:7]1[CH:6]=[C:5]([NH:11][C:12]2[N:17]=[C:16]([N:18]3[CH:22]=[CH:21][C:20]([C:23]([F:26])([F:24])[F:25])=[N:19]3)[C:15]([C:27]3[CH:28]=[C:29]([C:33]([NH:38][CH3:36])=[O:35])[CH:30]=[N:31][CH:32]=3)=[CH:14][N:13]=2)[CH:4]=[C:3]([O:2][CH3:1])[CH:8]=1, predict the reactants needed to synthesize it. The reactants are: [CH3:1][O:2][C:3]1[CH:4]=[C:5]([NH:11][C:12]2[N:17]=[C:16]([N:18]3[CH:22]=[CH:21][C:20]([C:23]([F:26])([F:25])[F:24])=[N:19]3)[C:15]([C:27]3[CH:28]=[C:29]([C:33]([OH:35])=O)[CH:30]=[N:31][CH:32]=3)=[CH:14][N:13]=2)[CH:6]=[C:7]([O:9][CH3:10])[CH:8]=1.[CH2:36]([N:38](CC)CC)C.Cl.CN.C(P1(=O)OP(CCC)(=O)OP(CCC)(=O)O1)CC.CCOC(C)=O. (2) The reactants are: [CH3:1][O:2][C:3]1[CH:4]=[C:5]([CH:10]=[C:11]([O:16][CH3:17])[C:12]=1[CH:13]([CH3:15])[CH3:14])[C:6]([O:8]C)=O.[F:18][C:19]1[CH:20]=[C:21]([CH:24]=[CH:25][CH:26]=1)[CH2:22]Br. Given the product [F:18][C:19]1[CH:20]=[C:21]([CH2:22][C:6]([C:5]2[CH:10]=[C:11]([O:16][CH3:17])[C:12]([CH:13]([CH3:15])[CH3:14])=[C:3]([O:2][CH3:1])[CH:4]=2)([OH:8])[CH2:22][C:21]2[CH:24]=[CH:25][CH:26]=[C:19]([F:18])[CH:20]=2)[CH:24]=[CH:25][CH:26]=1, predict the reactants needed to synthesize it. (3) The reactants are: C([O:3][C:4](=[O:13])[CH2:5][C:6]1[C:7]([Cl:12])=[N:8][CH:9]=[N:10][CH:11]=1)C.O.[OH-].[Li+]. Given the product [Cl:12][C:7]1[C:6]([CH2:5][C:4]([OH:13])=[O:3])=[CH:11][N:10]=[CH:9][N:8]=1, predict the reactants needed to synthesize it. (4) The reactants are: [C:1](Cl)(=O)[C:2]([Cl:4])=[O:3].C1(C)C=CC=CC=1.[CH2:14]([O:25][C:26]1[CH:34]=[CH:33]C(C(O)=O)=[CH:28][CH:27]=1)[CH2:15][CH2:16]/[CH:17]=[CH:18]\[CH2:19][CH2:20][CH2:21][CH2:22][CH2:23][CH3:24]. Given the product [CH2:14]([O:25][C:26]1[CH:27]=[CH:28][C:1]([C:2]([Cl:4])=[O:3])=[CH:33][CH:34]=1)[CH2:15][CH2:16]/[CH:17]=[CH:18]\[CH2:19][CH2:20][CH2:21][CH2:22][CH2:23][CH3:24], predict the reactants needed to synthesize it. (5) Given the product [F:1][C:2]1[CH:7]=[CH:6][C:5]([C:8]2[C:17]([O:18][C:20]3[C:29]4[C:24](=[CH:25][C:26]([O:32][CH3:33])=[C:27]([O:30][CH3:31])[CH:28]=4)[N:23]=[CH:22][CH:21]=3)=[CH:16][C:15]3[C:10](=[CH:11][CH:12]=[CH:13][CH:14]=3)[N:9]=2)=[CH:4][CH:3]=1, predict the reactants needed to synthesize it. The reactants are: [F:1][C:2]1[CH:7]=[CH:6][C:5]([C:8]2[C:17]([OH:18])=[CH:16][C:15]3[C:10](=[CH:11][CH:12]=[CH:13][CH:14]=3)[N:9]=2)=[CH:4][CH:3]=1.Cl[C:20]1[C:29]2[C:24](=[CH:25][C:26]([O:32][CH3:33])=[C:27]([O:30][CH3:31])[CH:28]=2)[N:23]=[CH:22][CH:21]=1.O. (6) Given the product [CH2:18]([CH:22]1[CH2:27][CH2:26][N:25]([CH2:2][CH2:3][CH2:4][N:5]2[C:14]3[C:9](=[CH:10][C:11]([F:16])=[C:12]([F:15])[CH:13]=3)[CH2:8][CH2:7][C:6]2=[O:17])[CH2:24][CH2:23]1)[CH2:19][CH2:20][CH3:21], predict the reactants needed to synthesize it. The reactants are: Cl[CH2:2][CH2:3][CH2:4][N:5]1[C:14]2[C:9](=[CH:10][C:11]([F:16])=[C:12]([F:15])[CH:13]=2)[CH2:8][CH2:7][C:6]1=[O:17].[CH2:18]([CH:22]1[CH2:27][CH2:26][NH:25][CH2:24][CH2:23]1)[CH2:19][CH2:20][CH3:21].[Na+].[I-].C([O-])([O-])=O.[K+].[K+]. (7) Given the product [NH2:39][CH:35]1[CH2:36][CH2:37][CH2:38][N:33]([C:21]2[N:22]=[C:23]([NH:25][C:26]3[CH:27]=[C:28]([CH3:32])[CH:29]=[CH:30][CH:31]=3)[C:24]3[C:16](=[O:15])[NH:17][CH2:18][C:19]=3[N:20]=2)[CH2:34]1, predict the reactants needed to synthesize it. The reactants are: N1CCCC(NC(=O)OC(C)(C)C)C1.[O:15]=[C:16]1[C:24]2[C:23]([NH:25][C:26]3[CH:27]=[C:28]([CH3:32])[CH:29]=[CH:30][CH:31]=3)=[N:22][C:21]([N:33]3[CH2:38][CH2:37][CH2:36][CH:35]([NH:39]C(=O)OC(C)(C)C)[CH2:34]3)=[N:20][C:19]=2[CH2:18][NH:17]1.Cl.O1CCOCC1.[OH-].[Na+]. (8) Given the product [CH3:53][O:52][CH2:51][C:50]#[C:49][C:47]1[CH:48]=[C:43]([C:9]2[CH:10]=[C:11]3[C:38](=[CH:39][CH:40]=2)[O:37][CH2:36][C:32]2([CH2:35][O:34][CH2:33]2)[C:12]23[CH2:16][O:15][C:14]([N:17]([C:18]([O:20][C:21]([CH3:22])([CH3:24])[CH3:23])=[O:19])[C:25]([O:27][C:28]([CH3:31])([CH3:29])[CH3:30])=[O:26])=[N:13]2)[CH:44]=[N:45][CH:46]=1, predict the reactants needed to synthesize it. The reactants are: CC1(C)C(C)(C)OB([C:9]2[CH:10]=[C:11]3[C:38](=[CH:39][CH:40]=2)[O:37][CH2:36][C:32]2([CH2:35][O:34][CH2:33]2)[C:12]23[CH2:16][O:15][C:14]([N:17]([C:25]([O:27][C:28]([CH3:31])([CH3:30])[CH3:29])=[O:26])[C:18]([O:20][C:21]([CH3:24])([CH3:23])[CH3:22])=[O:19])=[N:13]2)O1.Br[C:43]1[CH:44]=[N:45][CH:46]=[C:47]([C:49]#[C:50][CH2:51][O:52][CH3:53])[CH:48]=1.C([O-])([O-])=O.[Na+].[Na+].O1CCOCC1.